This data is from Reaction yield outcomes from USPTO patents with 853,638 reactions. The task is: Predict the reaction yield, written as a fraction of the theoretical maximum amount of product (1.0 means a 100% yield; for example, 0.34 means a 34% yield). (1) The reactants are Cl[C:2]1[CH:7]=[CH:6][N:5]=[C:4]2[NH:8][C:9]([C:11]3[CH:12]=[N:13][N:14]([CH:16]4[CH2:21][CH2:20][O:19][CH2:18][CH2:17]4)[CH:15]=3)=[N:10][C:3]=12.Cl.[NH2:23][CH2:24][C:25]1[CH:30]=[CH:29][C:28](B(O)O)=[CH:27][C:26]=1[F:34].C(=O)([O-])[O-].[K+].[K+].C(#N)C.O.C1(P(C2C=CC=CC=2)C2C=CC=CC=2)CCCC1. The catalyst is Cl[Pd]Cl.[Fe].ClCCl. The product is [F:34][C:26]1[CH:27]=[C:28]([C:2]2[CH:7]=[CH:6][N:5]=[C:4]3[NH:8][C:9]([C:11]4[CH:12]=[N:13][N:14]([CH:16]5[CH2:21][CH2:20][O:19][CH2:18][CH2:17]5)[CH:15]=4)=[N:10][C:3]=23)[CH:29]=[CH:30][C:25]=1[CH2:24][NH2:23]. The yield is 0.870. (2) The product is [CH2:1]([O:4][CH:5]1[C:10]([O:14][C:47](=[O:51])[CH2:48][CH2:49][CH3:50])([CH2:11][CH2:12][CH3:13])[CH:9]([O:15][CH2:16][C:17]2[CH:22]=[CH:21][CH:20]=[CH:19][CH:18]=2)[CH:8]([O:23][CH2:24][C:25]2[CH:26]=[CH:27][CH:28]=[CH:29][CH:30]=2)[CH:7]([O:31][CH2:32][C:33]2[CH:38]=[CH:37][CH:36]=[CH:35][CH:34]=2)[CH:6]1[O:39][CH2:40][C:41]1[CH:42]=[CH:43][CH:44]=[CH:45][CH:46]=1)[CH:2]=[CH2:3]. The reactants are [CH2:1]([O:4][CH:5]1[C:10]([OH:14])([CH2:11][CH2:12][CH3:13])[CH:9]([O:15][CH2:16][C:17]2[CH:22]=[CH:21][CH:20]=[CH:19][CH:18]=2)[CH:8]([O:23][CH2:24][C:25]2[CH:30]=[CH:29][CH:28]=[CH:27][CH:26]=2)[CH:7]([O:31][CH2:32][C:33]2[CH:38]=[CH:37][CH:36]=[CH:35][CH:34]=2)[CH:6]1[O:39][CH2:40][C:41]1[CH:46]=[CH:45][CH:44]=[CH:43][CH:42]=1)[CH:2]=[CH2:3].[C:47](O[C:47](=[O:51])[CH2:48][CH2:49][CH3:50])(=[O:51])[CH2:48][CH2:49][CH3:50]. The yield is 0.814. The catalyst is C1(C)C=CC=CC=1.C(OC)(C)(C)C.